Dataset: Full USPTO retrosynthesis dataset with 1.9M reactions from patents (1976-2016). Task: Predict the reactants needed to synthesize the given product. (1) Given the product [Cl:1][C:2]1[CH:3]=[C:4]([C:8]2[O:17][N:19]=[C:10]([C:11]([O:13][CH2:14][CH3:15])=[O:12])[CH:9]=2)[CH:5]=[CH:6][CH:7]=1, predict the reactants needed to synthesize it. The reactants are: [Cl:1][C:2]1[CH:3]=[C:4]([C:8](=[O:17])[CH2:9][C:10](=O)[C:11]([O:13][CH2:14][CH3:15])=[O:12])[CH:5]=[CH:6][CH:7]=1.Cl.[NH2:19]O. (2) The reactants are: N(C(OCC)=O)=NC(OCC)=O.[NH2:13][C:14]1[CH:19]=[CH:18][C:17]([OH:20])=[CH:16][C:15]=1[N+:21]([O-:23])=[O:22].[CH2:24](O)[C:25]1[CH:30]=[CH:29][CH:28]=[CH:27][CH:26]=1.C1(P(C2C=CC=CC=2)C2C=CC=CC=2)C=CC=CC=1. Given the product [CH2:24]([O:20][C:17]1[CH:18]=[CH:19][C:14]([NH2:13])=[C:15]([N+:21]([O-:23])=[O:22])[CH:16]=1)[C:25]1[CH:30]=[CH:29][CH:28]=[CH:27][CH:26]=1, predict the reactants needed to synthesize it. (3) Given the product [CH3:11][NH:12][S:7]([C:5]1[N:4]=[CH:3][N:2]([CH3:1])[CH:6]=1)(=[O:9])=[O:8], predict the reactants needed to synthesize it. The reactants are: [CH3:1][N:2]1[CH:6]=[C:5]([S:7](Cl)(=[O:9])=[O:8])[N:4]=[CH:3]1.[CH3:11][NH2:12].O. (4) Given the product [Cl:27][C:28]1[CH:36]=[CH:35][CH:34]=[C:33]([CH3:37])[C:29]=1[C:30]([NH:5][C@H:4]([C:3]([OH:26])=[O:2])[CH2:6][C:7]1[CH:8]=[CH:9][C:10]([C:13]2[C:14](=[O:25])[N:15]([CH3:24])[C:16]([C:20]([F:23])([F:22])[F:21])=[CH:17][C:18]=2[CH3:19])=[CH:11][CH:12]=1)=[O:31], predict the reactants needed to synthesize it. The reactants are: C[O:2][C:3](=[O:26])[C@H:4]([CH2:6][C:7]1[CH:12]=[CH:11][C:10]([C:13]2[C:14](=[O:25])[N:15]([CH3:24])[C:16]([C:20]([F:23])([F:22])[F:21])=[CH:17][C:18]=2[CH3:19])=[CH:9][CH:8]=1)[NH2:5].[Cl:27][C:28]1[CH:36]=[CH:35][CH:34]=[C:33]([CH3:37])[C:29]=1[C:30](Cl)=[O:31]. (5) Given the product [F:18][C:4]1[CH:3]=[C:2]([CH:17]=[CH:16][C:5]=1[O:6][C:7]1[CH:8]=[CH:9][C:10]([CH:14]=[O:15])=[C:11]([CH3:13])[N:12]=1)[C:19]#[N:20], predict the reactants needed to synthesize it. The reactants are: Br[C:2]1[CH:17]=[CH:16][C:5]([O:6][C:7]2[N:12]=[C:11]([CH3:13])[C:10]([CH:14]=[O:15])=[CH:9][CH:8]=2)=[C:4]([F:18])[CH:3]=1.[CH3:19][N:20](C=O)C. (6) Given the product [Cl:8][C:4]1[N:3]=[C:2]([N:12]2[CH2:11][CH2:10][N:9]([C:15]([O:17][C:18]([CH3:21])([CH3:20])[CH3:19])=[O:16])[CH2:14][CH2:13]2)[CH:7]=[N:6][CH:5]=1, predict the reactants needed to synthesize it. The reactants are: Cl[C:2]1[CH:7]=[N:6][CH:5]=[C:4]([Cl:8])[N:3]=1.[N:9]1([C:15]([O:17][C:18]([CH3:21])([CH3:20])[CH3:19])=[O:16])[CH2:14][CH2:13][NH:12][CH2:11][CH2:10]1.C(=O)([O-])[O-].[Cs+].[Cs+]. (7) Given the product [Cl:1][C:2]1[CH:3]=[C:4]([CH:26]=[CH:27][CH:28]=1)[CH2:5][C:6]1([C:21]([NH:35][CH2:34][C:33]2[CH:36]=[C:37]([O:39][CH3:40])[CH:38]=[C:31]([O:30][CH3:29])[CH:32]=2)=[O:22])[O:10][C:9](=[O:11])[N:8]([C@@H:12]([C:14]2[CH:19]=[CH:18][CH:17]=[CH:16][CH:15]=2)[CH3:13])[C:7]1=[O:20], predict the reactants needed to synthesize it. The reactants are: [Cl:1][C:2]1[CH:3]=[C:4]([CH:26]=[CH:27][CH:28]=1)[CH2:5][C:6]1([C:21](OCC)=[O:22])[O:10][C:9](=[O:11])[N:8]([C@@H:12]([C:14]2[CH:19]=[CH:18][CH:17]=[CH:16][CH:15]=2)[CH3:13])[C:7]1=[O:20].[CH3:29][O:30][C:31]1[CH:32]=[C:33]([CH:36]=[C:37]([O:39][CH3:40])[CH:38]=1)[CH2:34][NH2:35]. (8) The reactants are: Cl.[NH2:2][C:3]1[CH:4]=[CH:5][C:6]([CH3:22])=[C:7]([NH:9][C:10]([C:12]2[CH:13]=[C:14]3[C:19](=[CH:20][CH:21]=2)[N:18]=[CH:17][CH:16]=[N:15]3)=[O:11])[CH:8]=1.[CH3:23][S:24][C:25]1[CH:26]=[C:27]([CH:31]=[CH:32][CH:33]=1)[C:28](O)=[O:29].CN(C(ON1N=NC2C=CC=NC1=2)=[N+](C)C)C.F[P-](F)(F)(F)(F)F.CCN(C(C)C)C(C)C. Given the product [CH3:22][C:6]1[CH:5]=[CH:4][C:3]([NH:2][C:28](=[O:29])[C:27]2[CH:31]=[CH:32][CH:33]=[C:25]([S:24][CH3:23])[CH:26]=2)=[CH:8][C:7]=1[NH:9][C:10]([C:12]1[CH:13]=[C:14]2[C:19](=[CH:20][CH:21]=1)[N:18]=[CH:17][CH:16]=[N:15]2)=[O:11], predict the reactants needed to synthesize it. (9) The reactants are: [Br:1][C:2]1[CH:3]=[CH:4][C:5]([C:8]2[CH2:12][C@@H:11]([CH2:13]O)[O:10][N:9]=2)=[N:6][CH:7]=1.C1(P(C2C=CC=CC=2)C2C=CC=CC=2)C=CC=CC=1.C(Cl)(Cl)(Cl)[Cl:35]. Given the product [Br:1][C:2]1[CH:3]=[CH:4][C:5]([C:8]2[CH2:12][C@@H:11]([CH2:13][Cl:35])[O:10][N:9]=2)=[N:6][CH:7]=1, predict the reactants needed to synthesize it.